From a dataset of Drug-target binding data from BindingDB using Ki measurements. Regression. Given a target protein amino acid sequence and a drug SMILES string, predict the binding affinity score between them. We predict pKi (pKi = -log10(Ki in M); higher means stronger inhibition). Dataset: bindingdb_ki. (1) The drug is COc1ccc(-c2cc(=O)c3c(O)cc(C)cc3o2)cc1. The target protein (P30543) has sequence MGSSVYITVELAIAVLAILGNVLVCWAVWINSNLQNVTNFFVVSLAAADIAVGVLAIPFAITISTGFCAACHGCLFFACFVLVLTQSSIFSLLAIAIDRYIAIRIPLRYNGLVTGVRAKGIIAICWVLSFAIGLTPMLGWNNCSQKDGNSTKTCGEGRVTCLFEDVVPMNYMVYYNFFAFVLLPLLLMLAIYLRIFLAARRQLKQMESQPLPGERTRSTLQKEVHAAKSLAIIVGLFALCWLPLHIINCFTFFCSTCRHAPPWLMYLAIILSHSNSVVNPFIYAYRIREFRQTFRKIIRTHVLRRQEPFQAGGSSAWALAAHSTEGEQVSLRLNGHPLGVWANGSATHSGRRPNGYTLGLGGGGSAQGSPRDVELPTQERQEGQEHPGLRGHLVQARVGASSWSSEFAPS. The pKi is 4.5. (2) The compound is Cc1cc(Cn2cnc3c2C[C@@H](C(=O)O)N(C(=O)C(c2ccccc2)c2ccccc2)C3)ccc1N. The target protein (Q58DD0) has sequence MTGSFWLLLSLVAVTAAQSTTEEQAKTFLEKFNHEAEDLSYQSSLASWNYNTNITDENVQKMNEARAKWSAFYEEQSRMAKTYSLEEIQNLTLKRQLKALQHSGTSALSAEKSKRLNTILNKMSTIYSTGKVLDPNTQECLALEPGLDDIMENSRDYNRRLWAWEGWRAEVGKQLRPLYEEYVVLENEMARANNYEDYGDYWRGDYEVTGAGDYDYSRDQLMKDVERTFAEIKPLYEQLHAYVRAKLMHTYPSYISPTGCLPAHLLGDMWGRFWTNLYSLTVPFEHKPSIDVTEKMENQSWDAERIFKEAEKFFVSISLPYMTQGFWDNSMLTEPGDGRKVVCHPTAWDLGKGDFRIKMCTKVTMDDFLTAHHEMGHIQYDMAYAAQPYLLRNGANEGFHEAVGEIMSLSAATPHYLKALGLLAPDFHEDNETEINFLLKQALTIVGTLPFTYMLEKWRWMVFKGEIPKQQWMEKWWEMKREIVGVVEPLPHDETYCDPA.... The pKi is 5.0.